This data is from Forward reaction prediction with 1.9M reactions from USPTO patents (1976-2016). The task is: Predict the product of the given reaction. (1) Given the reactants [Cl:1][C:2]1[C:3]([I:10])=[C:4]([CH:7]=[CH:8][CH:9]=1)[CH:5]=O.C(=O)(O)O.[NH2:15][NH:16][C:17]([NH2:19])=[NH:18], predict the reaction product. The product is: [Cl:1][C:2]1[C:3]([I:10])=[C:4]([CH:7]=[CH:8][CH:9]=1)[CH:5]=[N:15][NH:16][C:17]([NH2:19])=[NH:18]. (2) Given the reactants [CH3:1][C:2]1[C:3]([CH:13]=[O:14])=[CH:4][NH:5][C:6]=1[C:7]1[CH:12]=[CH:11][CH:10]=[CH:9][CH:8]=1.[H-].[Na+].C1OCCOCCOCCOCCOC1.[N:32]1[CH:37]=[CH:36][CH:35]=[CH:34][C:33]=1[S:38](Cl)(=[O:40])=[O:39], predict the reaction product. The product is: [CH3:1][C:2]1[C:3]([CH:13]=[O:14])=[CH:4][N:5]([S:38]([C:33]2[CH:34]=[CH:35][CH:36]=[CH:37][N:32]=2)(=[O:40])=[O:39])[C:6]=1[C:7]1[CH:12]=[CH:11][CH:10]=[CH:9][CH:8]=1. (3) Given the reactants [F:1][C:2]1[CH:7]=[CH:6][C:5]([CH2:8][C:9]2[CH:18]=[C:17]3[C:12]([C:13]([OH:26])=[C:14]([C:21](OCC)=[O:22])[C:15](=[O:20])[N:16]3[CH3:19])=[N:11][CH:10]=2)=[CH:4][CH:3]=1.[CH2:27]([S:29][CH2:30][CH2:31][NH2:32])[CH3:28].[CH2:27]([S:29][CH2:30][CH2:31][NH2:32])[CH3:28], predict the reaction product. The product is: [CH2:27]([S:29][CH2:30][CH2:31][NH:32][C:21]([C:14]1[C:15](=[O:20])[N:16]([CH3:19])[C:17]2[C:12]([C:13]=1[OH:26])=[N:11][CH:10]=[C:9]([CH2:8][C:5]1[CH:4]=[CH:3][C:2]([F:1])=[CH:7][CH:6]=1)[CH:18]=2)=[O:22])[CH3:28]. (4) Given the reactants [Cl:1][C:2]1[CH:7]=[CH:6][C:5]([CH2:8][CH2:9][NH2:10])=[CH:4][CH:3]=1.CCN(C(C)C)C(C)C.[Cl:20][C:21]1[CH:29]=[CH:28][C:24]([C:25](Cl)=[O:26])=[CH:23][C:22]=1[N+:30]([O-:32])=[O:31], predict the reaction product. The product is: [Cl:1][C:2]1[CH:7]=[CH:6][C:5]([CH2:8][CH2:9][NH:10][C:25](=[O:26])[C:24]2[CH:28]=[CH:29][C:21]([Cl:20])=[C:22]([N+:30]([O-:32])=[O:31])[CH:23]=2)=[CH:4][CH:3]=1. (5) Given the reactants [NH2:1][C:2]1[CH:7]=[CH:6][C:5]([C:8]([C:10]2[S:11][CH:12]=[C:13]([C:15]3[CH:20]=[CH:19][CH:18]=[CH:17][CH:16]=3)[N:14]=2)=[O:9])=[CH:4][C:3]=1[C:21](=[O:29])[C:22]1[CH:27]=[CH:26][CH:25]=[C:24]([Cl:28])[CH:23]=1.Cl[C:31](=[O:38])[CH2:32][C:33]([O:35][CH2:36][CH3:37])=[O:34].O, predict the reaction product. The product is: [CH2:36]([O:35][C:33](=[O:34])[CH2:32][C:31](=[O:38])[NH:1][C:2]1[CH:7]=[CH:6][C:5]([C:8]([C:10]2[S:11][CH:12]=[C:13]([C:15]3[CH:20]=[CH:19][CH:18]=[CH:17][CH:16]=3)[N:14]=2)=[O:9])=[CH:4][C:3]=1[C:21](=[O:29])[C:22]1[CH:27]=[CH:26][CH:25]=[C:24]([Cl:28])[CH:23]=1)[CH3:37].